The task is: Regression/Classification. Given a drug SMILES string, predict its absorption, distribution, metabolism, or excretion properties. Task type varies by dataset: regression for continuous measurements (e.g., permeability, clearance, half-life) or binary classification for categorical outcomes (e.g., BBB penetration, CYP inhibition). Dataset: cyp3a4_veith.. This data is from CYP3A4 inhibition data for predicting drug metabolism from PubChem BioAssay. (1) The compound is CCc1ccccc1NC(=O)c1ccc(-n2c(C)ccc2C)cc1. The result is 1 (inhibitor). (2) The compound is Cc1noc(C)c1C(=O)N1CCC[C@@]2(CCN(c3ccccc3)C2)C1. The result is 1 (inhibitor). (3) The molecule is NCC[C@H](O)C(=O)N[C@H]1C[C@@H](N)[C@@H](O[C@H]2O[C@@H](CN)[C@@H](O)[C@@H](O)[C@@H]2O)[C@@H](O)[C@@H]1O[C@H]1O[C@@H](CO)[C@@H](O)[C@@H](N)[C@@H]1O.O. The result is 0 (non-inhibitor). (4) The result is 1 (inhibitor). The molecule is COc1cccc(C2CC(C(F)(F)F)n3ncc(C(=O)NC(C)(C)C)c3N2)c1. (5) The compound is COc1cccc(-c2nc(CS(=O)(=O)CC(=O)NCCCOC(C)C)c(C)o2)c1. The result is 1 (inhibitor). (6) The drug is CCNc1ncc2nc(-c3cccs3)c(=O)n(CCC#N)c2n1. The result is 1 (inhibitor). (7) The molecule is O=P(Nc1c(Cl)cccc1Cl)(c1ccccc1)c1nc2c(s1)CCCC2. The result is 1 (inhibitor). (8) The molecule is COC(=O)c1ccccc1N/C=C1\CCc2c(c(C)nn2-c2ccccn2)C1=O. The result is 1 (inhibitor). (9) The compound is CCOC(=O)c1c(C)[nH]c2c1cc(O)c1ccccc12. The result is 1 (inhibitor). (10) The compound is COCC(=O)N1CCC2(CCCN(c3ccccn3)C2)CC1. The result is 0 (non-inhibitor).